From a dataset of Forward reaction prediction with 1.9M reactions from USPTO patents (1976-2016). Predict the product of the given reaction. (1) The product is: [Br:1][C:2]1[CH:3]=[C:4]2[C:9](=[C:10]([Br:19])[C:11]=1[CH2:12][N:13]1[CH2:18][CH2:17][N:16]([CH:34]3[CH2:39][CH2:38][CH2:37][CH2:36][CH2:35]3)[CH2:15][CH2:14]1)[N:8]=[CH:7][N:6]([CH2:20][C:21]1[CH:26]=[C:25]([Cl:27])[CH:24]=[CH:23][C:22]=1[S:28]([CH2:31][CH3:32])(=[O:29])=[O:30])[C:5]2=[O:33]. Given the reactants [Br:1][C:2]1[CH:3]=[C:4]2[C:9](=[C:10]([Br:19])[C:11]=1[CH2:12][N:13]1[CH2:18][CH2:17][NH:16][CH2:15][CH2:14]1)[N:8]=[CH:7][N:6]([CH2:20][C:21]1[CH:26]=[C:25]([Cl:27])[CH:24]=[CH:23][C:22]=1[S:28]([CH2:31][CH3:32])(=[O:30])=[O:29])[C:5]2=[O:33].[C:34]1(=O)[CH2:39][CH2:38][CH2:37][CH2:36][CH2:35]1, predict the reaction product. (2) Given the reactants [F:1][C:2]1[C:10]([F:11])=[C:9]([F:12])[C:8]([F:13])=[C:7]2[C:3]=1[CH:4]=[CH:5][NH:6]2.C([Mg]Br)C.[CH3:18][C:19]1([CH3:27])[C:21]([CH3:23])([CH3:22])[CH:20]1[C:24](Cl)=[O:25], predict the reaction product. The product is: [F:1][C:2]1[C:10]([F:11])=[C:9]([F:12])[C:8]([F:13])=[C:7]2[C:3]=1[C:4]([C:24]([CH:20]1[C:21]([CH3:23])([CH3:22])[C:19]1([CH3:27])[CH3:18])=[O:25])=[CH:5][NH:6]2. (3) Given the reactants [CH3:1][S:2](Cl)(=[O:4])=[O:3].[NH2:6][C:7]1[CH:8]=[C:9]2[C:14](=[O:15])[NH:13][C:11](=[O:12])[C:10]2=[CH:16][CH:17]=1.O.C(Cl)Cl, predict the reaction product. The product is: [CH3:1][S:2]([NH:6][C:7]1[CH:8]=[C:9]2[C:14](=[O:15])[NH:13][C:11](=[O:12])[C:10]2=[CH:16][CH:17]=1)(=[O:4])=[O:3]. (4) Given the reactants [CH3:1][O:2][C:3]1[CH:4]=[C:5]([CH:11]=[C:12]([O:14][CH3:15])[CH:13]=1)/[CH:6]=[CH:7]/[C:8](O)=[O:9].S(Cl)([Cl:18])=O, predict the reaction product. The product is: [CH3:1][O:2][C:3]1[CH:4]=[C:5]([CH:11]=[C:12]([O:14][CH3:15])[CH:13]=1)/[CH:6]=[CH:7]/[C:8]([Cl:18])=[O:9]. (5) Given the reactants O=[CH:2][C@@H:3]([C@H:5]([C@@H:7]([C@@H:9]([CH2:11]O)O)O)O)[OH:4].[Na+].[Cl-].Cl.N[C@H:17](C(O)=O)[CH2:18]S.[C:23](=[O:26])([O-])[O-:24].[Ca+2], predict the reaction product. The product is: [C:5]1([C:3]([CH3:2])([OH:4])[C:23]([OH:24])=[O:26])[CH:18]=[CH:17][CH:11]=[CH:9][CH:7]=1. (6) Given the reactants [I:1][C:2]1[CH:3]=[C:4]2[C:8](=[CH:9][CH:10]=1)[NH:7][C:6](=[O:11])[C:5]2=O.[NH:13]([C:15](=[O:28])[CH2:16][O:17][C:18]1[CH:19]=[C:20]([CH:25]=[CH:26][CH:27]=1)[C:21]([O:23][CH3:24])=[O:22])[NH2:14], predict the reaction product. The product is: [I:1][C:2]1[CH:3]=[C:4]2[C:8](=[CH:9][CH:10]=1)[NH:7][C:6](=[O:11])[C:5]2=[N:14][NH:13][C:15](=[O:28])[CH2:16][O:17][C:18]1[CH:19]=[C:20]([CH:25]=[CH:26][CH:27]=1)[C:21]([O:23][CH3:24])=[O:22]. (7) Given the reactants C([N:8]1[CH2:13][CH2:12][C:11]2([C:21]3[C:16](=[CH:17][CH:18]=[CH:19][C:20]=3[CH2:22][N:23]([CH:31]3[CH2:35][CH2:34][CH2:33][CH2:32]3)[C:24](=[O:30])[O:25][C:26]([CH3:29])([CH3:28])[CH3:27])[N:15]([C:36]3[C:37]4[CH:44]([CH:45]([CH3:47])[CH3:46])[CH2:43][CH2:42][C:38]=4[N:39]=[CH:40][N:41]=3)[CH2:14]2)[CH2:10][CH2:9]1)C1C=CC=CC=1.C([O-])=O.[NH4+], predict the reaction product. The product is: [CH:31]1([N:23]([CH2:22][C:20]2[CH:19]=[CH:18][CH:17]=[C:16]3[N:15]([C:36]4[C:37]5[CH:44]([CH:45]([CH3:47])[CH3:46])[CH2:43][CH2:42][C:38]=5[N:39]=[CH:40][N:41]=4)[CH2:14][C:11]4([CH2:12][CH2:13][NH:8][CH2:9][CH2:10]4)[C:21]=23)[C:24](=[O:30])[O:25][C:26]([CH3:27])([CH3:29])[CH3:28])[CH2:35][CH2:34][CH2:33][CH2:32]1.